Dataset: Forward reaction prediction with 1.9M reactions from USPTO patents (1976-2016). Task: Predict the product of the given reaction. Given the reactants Cl[C:2]1[CH:3]=[C:4]([NH:10][C:11]2[CH:16]=[CH:15][C:14]([C:17]([N:19]3[CH2:24][CH2:23][O:22][CH2:21][CH2:20]3)=[O:18])=[CH:13][N:12]=2)[C:5](=[O:9])[N:6]([CH3:8])[N:7]=1.CC1(C)C(C)(C)[O:29][B:28](B2OC(C)(C)C(C)(C)O2)[O:27]1.CC(C1C=C(C(C)C)C(C2C=CC=CC=2P(C2CCCCC2)C2CCCCC2)=C(C(C)C)C=1)C.C([O-])(=O)C.[K+], predict the reaction product. The product is: [CH3:8][N:6]1[C:5](=[O:9])[C:4]([NH:10][C:11]2[CH:16]=[CH:15][C:14]([C:17]([N:19]3[CH2:24][CH2:23][O:22][CH2:21][CH2:20]3)=[O:18])=[CH:13][N:12]=2)=[CH:3][C:2]([B:28]([OH:29])[OH:27])=[N:7]1.